From a dataset of Reaction yield outcomes from USPTO patents with 853,638 reactions. Predict the reaction yield, written as a fraction of the theoretical maximum amount of product (1.0 means a 100% yield; for example, 0.34 means a 34% yield). (1) The reactants are [C:11]1([O:10]P(Cl)([O:10][C:11]2[CH:16]=[CH:15][CH:14]=[CH:13][CH:12]=2)=O)[CH:16]=[CH:15][CH:14]=[CH:13][CH:12]=1.C(N([CH2:23][CH3:24])CC)C.[NH2:25][CH:26]1[CH:31]2[CH2:32][CH2:33][N:28]([CH2:29][CH2:30]2)[CH:27]1[CH2:34][C:35]1[CH:36]=[N:37][CH:38]=[CH:39][CH:40]=1.[OH-:41].[Na+].Cl[CH2:44]Cl. No catalyst specified. The product is [N:37]1[CH:38]=[CH:39][CH:40]=[C:35]([CH2:34][CH:27]2[CH:26]([NH:25][C:44]([C:23]3[O:10][C:11]4[CH:12]=[CH:13][CH:14]=[CH:15][C:16]=4[CH:24]=3)=[O:41])[CH:31]3[CH2:30][CH2:29][N:28]2[CH2:33][CH2:32]3)[CH:36]=1. The yield is 0.420. (2) The reactants are [Cl-].[Al+3].[Cl-].[Cl-].CC(C)CC([O:10][C:11]1[CH2:16][C:15]([CH3:18])([CH3:17])[CH2:14][C:13](=[O:19])[CH:12]=1)=O.Cl. The catalyst is ClCCl.[Cl-].[Na+].O. The product is [C:11]([OH:10])(=[C:12]1[C:11](=[O:10])[CH2:16][C:15]([CH3:17])([CH3:18])[CH2:14][C:13]1=[O:19])[CH2:16][CH:15]([CH3:17])[CH3:14]. The yield is 0.940.